This data is from Full USPTO retrosynthesis dataset with 1.9M reactions from patents (1976-2016). The task is: Predict the reactants needed to synthesize the given product. (1) The reactants are: [CH3:1][O:2][C:3]1[CH:4]=[C:5]2[C:10](=[CH:11][C:12]=1[O:13][CH3:14])[N:9]=[CH:8][CH:7]=[C:6]2[O:15][C:16]1[CH:22]=[CH:21][C:19]([NH2:20])=[CH:18][CH:17]=1.C1(C)C=CC=CC=1.C(N(CC)CC)C.Cl[C:38](Cl)([O:40]C(=O)OC(Cl)(Cl)Cl)Cl.[F:49][C:50]1[CH:51]=[C:52]([CH:56]=[CH:57][CH:58]=1)[CH:53]([OH:55])[CH3:54]. Given the product [CH3:1][O:2][C:3]1[CH:4]=[C:5]2[C:10](=[CH:11][C:12]=1[O:13][CH3:14])[N:9]=[CH:8][CH:7]=[C:6]2[O:15][C:16]1[CH:22]=[CH:21][C:19]([NH:20][C:38](=[O:40])[O:55][CH:53]([C:52]2[CH:56]=[CH:57][CH:58]=[C:50]([F:49])[CH:51]=2)[CH3:54])=[CH:18][CH:17]=1, predict the reactants needed to synthesize it. (2) Given the product [CH3:22][N:23]([CH3:24])[CH2:25]/[CH:26]=[CH:27]/[C:28]([NH:1][C:2]1[CH:3]=[CH:4][CH:5]=[C:6]([NH:8][C:9]2[CH:14]=[C:13]([NH:15][C:16]3[CH:17]=[CH:18][CH:19]=[CH:20][CH:21]=3)[N:12]=[CH:11][N:10]=2)[N:7]=1)=[O:29], predict the reactants needed to synthesize it. The reactants are: [NH2:1][C:2]1[N:7]=[C:6]([NH:8][C:9]2[CH:14]=[C:13]([NH:15][C:16]3[CH:21]=[CH:20][CH:19]=[CH:18][CH:17]=3)[N:12]=[CH:11][N:10]=2)[CH:5]=[CH:4][CH:3]=1.[CH3:22][N:23]([CH2:25]/[CH:26]=[CH:27]/[C:28](Cl)=[O:29])[CH3:24]. (3) Given the product [C:37]([O:36][C:34]([NH:41][CH2:42][C:43]([O:26][C@H:22]1[CH2:23][CH2:24][CH2:25][C@@H:21]1[NH:20][C:18]1[CH:19]=[C:11]([N:8]2[C:9]3[CH2:10][C:2]([CH3:33])([CH3:1])[CH2:3][C:4](=[O:32])[C:5]=3[C:6]([C:28]([F:30])([F:31])[F:29])=[N:7]2)[CH:12]=[C:13]([F:27])[C:14]=1[C:15](=[O:16])[NH2:17])=[O:44])=[O:35])([CH3:40])([CH3:39])[CH3:38], predict the reactants needed to synthesize it. The reactants are: [CH3:1][C:2]1([CH3:33])[CH2:10][C:9]2[N:8]([C:11]3[CH:19]=[C:18]([NH:20][C@H:21]4[CH2:25][CH2:24][CH2:23][C@@H:22]4[OH:26])[C:14]([C:15]([NH2:17])=[O:16])=[C:13]([F:27])[CH:12]=3)[N:7]=[C:6]([C:28]([F:31])([F:30])[F:29])[C:5]=2[C:4](=[O:32])[CH2:3]1.[C:34]([NH:41][CH2:42][C:43](O)=[O:44])([O:36][C:37]([CH3:40])([CH3:39])[CH3:38])=[O:35].C(Cl)CCl. (4) Given the product [C:1]([O:4][C@@H:5]1[C@@H:13]([C@@:14]2([CH3:37])[CH2:19][CH2:18][C@H:17]([O:20][C:21](=[O:23])[CH3:22])[CH2:16][C@@H:15]2[CH2:24][CH2:25][C:40]#[N:41])[CH2:12][CH2:11][C@@:10]2([CH3:38])[C@H:6]1[CH2:7][CH2:8][C:9]2=[CH2:39])(=[O:43])[CH3:2], predict the reactants needed to synthesize it. The reactants are: [C:1]([O:4][C@@H:5]1[C@@H:13]([C@@:14]2([CH3:37])[CH2:19][CH2:18][C@H:17]([O:20][C:21](=[O:23])[CH3:22])[CH2:16][C@@H:15]2[CH2:24][CH2:25]OS(C2C=CC(C)=CC=2)(=O)=O)[CH2:12][CH2:11][C@@:10]2([CH3:38])[C@H:6]1[CH2:7][CH2:8][C:9]2=[CH2:39])(=O)[CH3:2].[C-:40]#[N:41].[K+].[OH2:43]. (5) Given the product [NH:21]1[C:29]2=[N:28][CH:27]=[CH:26][CH:25]=[C:24]2[C:23]([CH:30]=[C:12]2[O:11][C:10]([NH:9][C:4]3[CH:5]=[CH:6][C:7]([F:8])=[C:2]([F:1])[CH:3]=3)=[C:14]([C:15]([O:17][CH2:18][CH3:19])=[O:16])[C:13]2=[O:20])=[CH:22]1, predict the reactants needed to synthesize it. The reactants are: [F:1][C:2]1[CH:3]=[C:4]([NH:9][C:10]2[O:11][CH2:12][C:13](=[O:20])[C:14]=2[C:15]([O:17][CH2:18][CH3:19])=[O:16])[CH:5]=[CH:6][C:7]=1[F:8].[NH:21]1[C:29]2[C:24](=[CH:25][CH:26]=[CH:27][N:28]=2)[C:23]([CH:30]=O)=[CH:22]1.C(O)C.[OH-].[Na+]. (6) Given the product [CH:1]([Si:4]([CH:6]([CH3:8])[CH3:7])=[O:5])([CH3:3])[CH3:2].[CH:9]([C@H:12]1[CH2:17][CH2:16][C@@:15]([C@H:19]2[CH2:27][CH2:26][C@@:25]3([CH3:28])[C@@H:21]([CH2:22][CH2:23][C:24]3=[O:29])[C@@H:20]2[CH2:30][C:31]([N:49]=[N+:50]=[N-:51])=[O:32])([CH3:18])[C:14](=[O:34])[CH2:13]1)([CH3:11])[CH3:10], predict the reactants needed to synthesize it. The reactants are: [CH:1]([Si:4]([CH:6]([CH3:8])[CH3:7])=[O:5])([CH3:3])[CH3:2].[CH:9]([C@H:12]1[CH2:17][CH2:16][C@@:15]([C@H:19]2[CH2:27][CH2:26][C@@:25]3([CH3:28])[C@@H:21]([CH2:22][CH2:23][C:24]3=[O:29])[C@@H:20]2[CH2:30][C:31](O)=[O:32])([CH3:18])[C:14](=[O:34])[CH2:13]1)([CH3:11])[CH3:10].C1(P([N:49]=[N+:50]=[N-:51])(C2C=CC=CC=2)=O)C=CC=CC=1.C(N(CC)CC)C.